Dataset: HIV replication inhibition screening data with 41,000+ compounds from the AIDS Antiviral Screen. Task: Binary Classification. Given a drug SMILES string, predict its activity (active/inactive) in a high-throughput screening assay against a specified biological target. The compound is COc1ccc2nc3cc(Cl)ccc3c(Sc3ccc([N+](=O)[O-])cc3)c2c1. The result is 0 (inactive).